Dataset: Cav3 T-type calcium channel HTS with 100,875 compounds. Task: Binary Classification. Given a drug SMILES string, predict its activity (active/inactive) in a high-throughput screening assay against a specified biological target. The result is 0 (inactive). The drug is n1(c(NCc2c3c([nH]c2)cccc3)nc2c1cccc2)CC.